Dataset: Reaction yield outcomes from USPTO patents with 853,638 reactions. Task: Predict the reaction yield, written as a fraction of the theoretical maximum amount of product (1.0 means a 100% yield; for example, 0.34 means a 34% yield). (1) The reactants are [N:1]1([CH2:7][CH2:8][CH2:9][O:10][C:11]2[CH:16]=[CH:15][C:14]([NH2:17])=[CH:13][CH:12]=2)[CH2:6][CH2:5][CH2:4][CH2:3][CH2:2]1.[F:18][C:19]1[CH:27]=[C:26]2[C:22]([C:23](=[CH:29]O)[C:24](=[O:28])[NH:25]2)=[CH:21][CH:20]=1. No catalyst specified. The product is [F:18][C:19]1[CH:27]=[C:26]2[C:22]([C:23](=[CH:29][NH:17][C:14]3[CH:13]=[CH:12][C:11]([O:10][CH2:9][CH2:8][CH2:7][N:1]4[CH2:2][CH2:3][CH2:4][CH2:5][CH2:6]4)=[CH:16][CH:15]=3)[C:24](=[O:28])[NH:25]2)=[CH:21][CH:20]=1. The yield is 0.590. (2) The reactants are N1(O[P+](N(C)C)(N(C)C)N(C)C)C2C=CC=CC=2N=N1.F[P-](F)(F)(F)(F)F.[CH3:28][C:29]1[CH:33]=[CH:32][O:31][C:30]=1[C:34]([OH:36])=O.C(N(C(C)C)CC)(C)C.[CH3:46][O:47][C:48]1[CH:49]=[C:50]([NH:58][C:59]2[N:60]=[CH:61][C:62]3[CH2:68][NH:67][CH2:66][CH2:65][C:63]=3[N:64]=2)[CH:51]=[C:52]([O:56][CH3:57])[C:53]=1[O:54][CH3:55]. The catalyst is CN(C=O)C.CCOC(C)=O. The product is [CH3:28][C:29]1[CH:33]=[CH:32][O:31][C:30]=1[C:34]([N:67]1[CH2:66][CH2:65][C:63]2[N:64]=[C:59]([NH:58][C:50]3[CH:49]=[C:48]([O:47][CH3:46])[C:53]([O:54][CH3:55])=[C:52]([O:56][CH3:57])[CH:51]=3)[N:60]=[CH:61][C:62]=2[CH2:68]1)=[O:36]. The yield is 0.473.